This data is from Catalyst prediction with 721,799 reactions and 888 catalyst types from USPTO. The task is: Predict which catalyst facilitates the given reaction. Reactant: [S:1]1[CH:5]=[CH:4][CH:3]=[C:2]1[CH2:6][N:7]1[C:15](=[O:16])[C:14]2[C:9](=[CH:10][CH:11]=[CH:12][CH:13]=2)[C:8]1=[O:17].[Cl:18][S:19](O)(=[O:21])=[O:20]. Product: [O:16]=[C:15]1[C:14]2[C:9](=[CH:10][CH:11]=[CH:12][CH:13]=2)[C:8](=[O:17])[N:7]1[CH2:6][C:2]1[S:1][C:5]([S:19]([Cl:18])(=[O:21])=[O:20])=[CH:4][CH:3]=1. The catalyst class is: 2.